Dataset: Reaction yield outcomes from USPTO patents with 853,638 reactions. Task: Predict the reaction yield, written as a fraction of the theoretical maximum amount of product (1.0 means a 100% yield; for example, 0.34 means a 34% yield). The reactants are [C:1]([O:5][C@@H:6]([C:12]1[C:13]([CH3:27])=[N:14][C:15]2[N:16]([N:19]=[C:20]([C:22]([O:24][CH2:25][CH3:26])=[O:23])[CH:21]=2)[C:17]=1I)[C:7]([O:9][CH2:10][CH3:11])=[O:8])([CH3:4])([CH3:3])[CH3:2].[CH3:28][C:29]1([CH:35]=[CH2:36])[CH2:34][CH2:33][NH:32][CH2:31][CH2:30]1.Cl.CCN(C(C)C)C(C)C. The catalyst is CN1C(=O)CCC1.O. The product is [C:1]([O:5][C@@H:6]([C:12]1[C:13]([CH3:27])=[N:14][C:15]2[N:16]([N:19]=[C:20]([C:22]([O:24][CH2:25][CH3:26])=[O:23])[CH:21]=2)[C:17]=1[N:32]1[CH2:33][CH2:34][C:29]([CH3:28])([CH:35]=[CH2:36])[CH2:30][CH2:31]1)[C:7]([O:9][CH2:10][CH3:11])=[O:8])([CH3:4])([CH3:3])[CH3:2]. The yield is 0.503.